From a dataset of Catalyst prediction with 721,799 reactions and 888 catalyst types from USPTO. Predict which catalyst facilitates the given reaction. Reactant: [F:1][C:2]1[CH:7]=[CH:6][C:5]([C@H:8]([NH:10][C:11]([C:13]2([OH:27])[CH2:18][CH2:17][CH:16]([O:19][Si](C(C)(C)C)(C)C)[CH2:15][CH2:14]2)=[O:12])[CH3:9])=[CH:4][CH:3]=1.CCCC[N+](CCCC)(CCCC)CCCC.[F-]. Product: [F:1][C:2]1[CH:7]=[CH:6][C:5]([C@H:8]([NH:10][C:11]([C:13]2([OH:27])[CH2:18][CH2:17][CH:16]([OH:19])[CH2:15][CH2:14]2)=[O:12])[CH3:9])=[CH:4][CH:3]=1. The catalyst class is: 1.